Regression. Given two drug SMILES strings and cell line genomic features, predict the synergy score measuring deviation from expected non-interaction effect. From a dataset of NCI-60 drug combinations with 297,098 pairs across 59 cell lines. Drug 1: CC1=C2C(C(=O)C3(C(CC4C(C3C(C(C2(C)C)(CC1OC(=O)C(C(C5=CC=CC=C5)NC(=O)OC(C)(C)C)O)O)OC(=O)C6=CC=CC=C6)(CO4)OC(=O)C)O)C)O. Drug 2: C#CCC(CC1=CN=C2C(=N1)C(=NC(=N2)N)N)C3=CC=C(C=C3)C(=O)NC(CCC(=O)O)C(=O)O. Cell line: HT29. Synergy scores: CSS=65.6, Synergy_ZIP=3.99, Synergy_Bliss=3.57, Synergy_Loewe=-7.91, Synergy_HSA=3.70.